This data is from Forward reaction prediction with 1.9M reactions from USPTO patents (1976-2016). The task is: Predict the product of the given reaction. (1) Given the reactants [CH3:1][O:2][C:3]([C:5]1[C:9]([CH3:10])=[C:8]([C:11]2[CH:16]=[CH:15][C:14]([O:17][CH3:18])=[CH:13][CH:12]=2)[N:7]([C:19]2[CH:24]=[CH:23][C:22]([Cl:25])=[CH:21][C:20]=2[Cl:26])[N:6]=1)=[O:4].[Br:27]N1C(=O)CCC1=O, predict the reaction product. The product is: [CH3:1][O:2][C:3]([C:5]1[C:9]([CH2:10][Br:27])=[C:8]([C:11]2[CH:12]=[CH:13][C:14]([O:17][CH3:18])=[CH:15][CH:16]=2)[N:7]([C:19]2[CH:24]=[CH:23][C:22]([Cl:25])=[CH:21][C:20]=2[Cl:26])[N:6]=1)=[O:4]. (2) Given the reactants [F:1][C:2]1[CH:24]=[CH:23][CH:22]=[C:21]([C:25]([F:28])([F:27])[F:26])[C:3]=1[C:4]([NH:6][C:7]1[S:8][C:9]2[CH:10]3[O:20][CH:13]([CH2:14][C:15]=2[C:16]=1[C:17]([OH:19])=O)[CH2:12][CH2:11]3)=[O:5].[F:29][C:30]([F:35])([F:34])[CH2:31][CH2:32][NH2:33].N, predict the reaction product. The product is: [F:1][C:2]1[CH:24]=[CH:23][CH:22]=[C:21]([C:25]([F:26])([F:27])[F:28])[C:3]=1[C:4]([NH:6][C:7]1[S:8][C:9]2[CH:10]3[O:20][CH:13]([CH2:14][C:15]=2[C:16]=1[C:17]([NH:33][CH2:32][CH2:31][C:30]([F:35])([F:34])[F:29])=[O:19])[CH2:12][CH2:11]3)=[O:5].